Dataset: Peptide-MHC class II binding affinity with 134,281 pairs from IEDB. Task: Regression. Given a peptide amino acid sequence and an MHC pseudo amino acid sequence, predict their binding affinity value. This is MHC class II binding data. (1) The peptide sequence is FGHDGTVWAQSADFP. The MHC is HLA-DQA10501-DQB10301 with pseudo-sequence HLA-DQA10501-DQB10301. The binding affinity (normalized) is 0.626. (2) The peptide sequence is ANPGLIIGALAG. The MHC is DRB1_0701 with pseudo-sequence DRB1_0701. The binding affinity (normalized) is 0.277. (3) The peptide sequence is LFFNHHKVMLLGHDD. The MHC is DRB1_0802 with pseudo-sequence DRB1_0802. The binding affinity (normalized) is 0.256.